From a dataset of TCR-epitope binding with 47,182 pairs between 192 epitopes and 23,139 TCRs. Binary Classification. Given a T-cell receptor sequence (or CDR3 region) and an epitope sequence, predict whether binding occurs between them. (1) The epitope is GTSGSPIIDK. The TCR CDR3 sequence is CASSPSGIANTGELFF. Result: 0 (the TCR does not bind to the epitope). (2) The epitope is LLLGIGILV. The TCR CDR3 sequence is CASSPGGLEAFF. Result: 1 (the TCR binds to the epitope).